This data is from Reaction yield outcomes from USPTO patents with 853,638 reactions. The task is: Predict the reaction yield, written as a fraction of the theoretical maximum amount of product (1.0 means a 100% yield; for example, 0.34 means a 34% yield). The yield is 0.500. The product is [CH3:1][O:2][C:3](=[O:34])[CH:4]([C:9]1[CH:10]=[C:11]([C:23]2[CH:28]=[CH:27][C:26]([Cl:29])=[C:25]([C:30]([F:33])([F:31])[F:32])[CH:24]=2)[CH:12]=[C:13]([C:39]2[CH:38]=[C:37]([C:36]([F:51])([F:50])[F:35])[CH:42]=[C:41]([C:43]([F:46])([F:45])[F:44])[CH:40]=2)[CH:14]=1)[CH2:5][CH:6]([CH3:8])[CH3:7]. No catalyst specified. The reactants are [CH3:1][O:2][C:3](=[O:34])[CH:4]([C:9]1[CH:10]=[C:11]([C:23]2[CH:28]=[CH:27][C:26]([Cl:29])=[C:25]([C:30]([F:33])([F:32])[F:31])[CH:24]=2)[CH:12]=[C:13](OS(C(F)(F)F)(=O)=O)[CH:14]=1)[CH2:5][CH:6]([CH3:8])[CH3:7].[F:35][C:36]([F:51])([F:50])[C:37]1[CH:38]=[C:39](B(O)O)[CH:40]=[C:41]([C:43]([F:46])([F:45])[F:44])[CH:42]=1.